This data is from Forward reaction prediction with 1.9M reactions from USPTO patents (1976-2016). The task is: Predict the product of the given reaction. The product is: [CH3:1][O:2][C:3]1[CH:4]=[C:5]([CH:32]=[CH:33][CH:34]=1)[CH2:6][NH:7][C:8]([C:10]1[S:31][C:13]2[N:14]([CH3:30])[C:15](=[O:29])[N:16]([CH2:19][C:20]3[CH:21]=[N:22][C:23]([NH2:26])=[CH:24][CH:25]=3)[C:17](=[O:18])[C:12]=2[CH:11]=1)=[O:9]. Given the reactants [CH3:1][O:2][C:3]1[CH:4]=[C:5]([CH:32]=[CH:33][CH:34]=1)[CH2:6][NH:7][C:8]([C:10]1[S:31][C:13]2[N:14]([CH3:30])[C:15](=[O:29])[N:16]([CH2:19][C:20]3[CH:21]=[N:22][C:23]([N+:26]([O-])=O)=[CH:24][CH:25]=3)[C:17](=[O:18])[C:12]=2[CH:11]=1)=[O:9], predict the reaction product.